This data is from Peptide-MHC class I binding affinity with 185,985 pairs from IEDB/IMGT. The task is: Regression. Given a peptide amino acid sequence and an MHC pseudo amino acid sequence, predict their binding affinity value. This is MHC class I binding data. (1) The peptide sequence is NTANQKPKEQH. The MHC is HLA-B27:05 with pseudo-sequence HLA-B27:05. The binding affinity (normalized) is 0. (2) The peptide sequence is MPEWANFKFRD. The MHC is H-2-Db with pseudo-sequence H-2-Db. The binding affinity (normalized) is 0. (3) The binding affinity (normalized) is 0.0847. The MHC is HLA-A02:12 with pseudo-sequence HLA-A02:12. The peptide sequence is ILNSDDEQA. (4) The peptide sequence is EVEHRTRVR. The binding affinity (normalized) is 0.0847. The MHC is HLA-B08:03 with pseudo-sequence HLA-B08:03. (5) The peptide sequence is NYGQVVAAL. The MHC is HLA-A02:06 with pseudo-sequence HLA-A02:06. The binding affinity (normalized) is 0.142. (6) The peptide sequence is HRYKDYVVKW. The MHC is Mamu-B17 with pseudo-sequence Mamu-B17. The binding affinity (normalized) is 0.608. (7) The peptide sequence is ADQAIANGV. The MHC is HLA-B18:01 with pseudo-sequence HLA-B18:01. The binding affinity (normalized) is 0.0360. (8) The peptide sequence is VKKLWGHLP. The MHC is HLA-B40:01 with pseudo-sequence HLA-B40:01. The binding affinity (normalized) is 0.0847.